Dataset: Human Reference Interactome with 51,813 positive PPI pairs across 8,248 proteins, plus equal number of experimentally-validated negative pairs. Task: Binary Classification. Given two protein amino acid sequences, predict whether they physically interact or not. (1) Protein 1 (ENSG00000184271) has sequence MDPGAGSETSLTVNEQVIVMSGHETIRVLEVGVDAQLPAEEESKGLEGVAAEGSQSGDPAEASQAAGEAGPDNLGSSAEATVKSPPGIPPSPATAIATFSQAPSQPQASQTLTPLAVQAAPQVLTQENLATVLTGVMVPAGAVTQPLLIPISIAGQVAGQQGLAVWTIPTATVAALPGLTAASPTGGVFKPPLAGLQAAAVLNTALPAPVQAAAPVQASSTAQPRPPAQPQTLFQTQPLLQTTPAILPQPTAATAAAPTPKPVDTPPQITVQPAGFAFSPGIISAASLGGQTQILGSLTT.... Protein 2 (ENSG00000123728) has sequence MREYKVVVLGSGGVGKSALTVQFVTGTFIEKYDPTIEDFYRKEIEVDSSPSVLEILDTAGTEQFASMRDLYIKNGQGFILVYSLVNQQSFQDIKPMRDQIVRVKRYEKVPLILVGNKVDLEPEREVMSSEGRALAQEWGCPFMETSAKSKSMVDELFAEIVRQMNYSSLPEKQDQCCTTCVVQ*MRDLYIKNGQGFILVYSLVNQQSFQDIKPMRDQIVRVKRYEKVPLILVGNKVDLEPEREVMSSEGRALAQEWGCPFMETSAKSKSMVDELFAEIVRQMNYSSLPEKQDQCCTTCVV.... Result: 0 (the proteins do not interact). (2) Protein 1 (ENSG00000135723) has sequence MAGGEDRGDGEPVSVVTVRVQYLEDTDPFACANFPEPRRAPTCSLDGALPLGAQIPAVHRLLGAPLKLEDCALQVSPSGYYLDTELSLEEQREMLEGFYEEISKGRKPTLILRTQLSVRVNAILEKLYSSSGPELRRSLFSLKQIFQEDKDLVPEFVHSEGLSCLIRVGAAADHNYQSYILRALGQLMLFVDGMLGVVAHSDTIQWLYTLCASLSRLVVKTALKLLLVFVEYSENNAPLFIRAVNSVASTTGAPPWANLVSILEEKNGADPELLVYTVTLINKTLAALPDQDSFYDVTDA.... Protein 2 (ENSG00000196792) has sequence MDELAGGGGGGPGMAAPPRQQQGPGGNLGLSPGGNGAAGGGGPPASEGAGPAAGPELSRPQQYTIPGILHYIQHEWARFEMERAHWEVERAELQARIAFLQGERKGQENLKKDLVRRIKMLEYALKQERAKYHKLKYGTELNQGDLKMPTFESEETKDTEAPTAPQNSQLTWKQGRQLLRQYLQEVGYTDTILDVRSQRVRSLLGLSNSEPNGSVETKNLEQILNGGESPKQKGQEIKRSSGDVLETFNFLENADDSDEDEENDMIEGIPEGKDKHRMNKHKIGNEGLAADLTDDPDTEE.... Result: 0 (the proteins do not interact). (3) Protein 2 (ENSG00000111725) has sequence MGNTSSERAALERHGGHKTPRRDSSGGTKDGDRPKILMDSPEDADLFHSEEIKAPEKEEFLAWQHDLEVNDKAPAQARPTVFRWTGGGKEVYLSGSFNNWSKLPLTRSHNNFVAILDLPEGEHQYKFFVDGQWTHDPSEPIVTSQLGTVNNIIQVKKTDFEVFDALMVDSQKCSDVSELSSSPPGPYHQEPYVCKPEERFRAPPILPPHLLQVILNKDTGISCDPALLPEPNHVMLNHLYALSIKDGVMVLSATHRYKKKYVTTLLYKPI*MVDSQKCSDVSELSSSPPGPYHQEPYVCK.... Result: 0 (the proteins do not interact). Protein 1 (ENSG00000008394) has sequence MVDLTQVMDDEVFMAFASYATIILSKMMLMSTATAFYRLTRKVFANPEDCVAFGKGENAKKYLRTDDRVERVRRAHLNDLENIIPFLGIGLLYSLSGPDPSTAILHFRLFVGARIYHTIAYLTPLPQPNRALSFFVGYGVTLSMAYRLLKSKLYL*MVDLTQVMDDEVFMAFASYATIILSKMMLMSTATAFYRLTRKSPPE*MVDLTQVFANPEDCVAFGKGENAKKYLRTDDRVERVRRAHLNDLENIIPFLGIGLLYSLSGPDPSTAILHFRLFVGARIYHTIAYLTPLPQPNRALS.... (4) Protein 1 (ENSG00000133246) has sequence MAHHLPAAMESHQDFRSIKAKFQASQPEPSDLPKKPPKPEFGKLKKFSQPELSEHPKKAPLPEFGAVSLKPPPPEVTDLPKKPPPPEVTDLPKKPPPPEVTDLPKKPPPPEVTDLPKKPSKLELSDLSKKFPQLGATPFPRKPLQPEVGEAPLKASLPEPGAPARKPLQPDELSHPARPPSEPKSGAFPRKLWQPEAGEATPRSPQPELSTFPKKPAQPEFNVYPKKPPQPQVGGLPKKSVPQPEFSEAAQTPLWKPQSSEPKRDSSAFPKKASQPPLSDFPKKPPQPELGDLTRTSSEP.... Protein 2 (ENSG00000141293) has sequence MQAAALPEEIRWLLEDAEEFLAEGLRNENLSAVARDHRDHILRGFQQIKARYYWDFQPQGGDIGQDSSDDNHSGTLGLSLTSDAPFLSDYQDEGMEDIVKGAQELDNVIKQGYLEKKSKDHSFFGSEWQKRWCVVSRGLFYYYANEKSKQPKGTFLIKGYGVRMAPHLRRDSKKESCFELTSQDRRSYEFTATSPAEARDWVDQISFLLKDLSSLTIPYEEDEEEEEKEETYDDIDGFDSPSCGSQCRPTILPGSVGIKEPTEEKEEEDIYEVLPDEEHDLEEDESGTRRKGVDYASYYQ.... Result: 1 (the proteins interact). (5) Protein 1 (ENSG00000189134) has sequence MPPVSRSSYSEDIVGSRRRRRSSSGSPPSPQSRCSSWDGCSRSHSRGREGLRPPWSELDVGALYPFSRSGSRGRLPRFRNYAFASSWSTSYSGYRYHRHCYAEERQSAEDYEKEESHRQRRLKERERIGELGAPEVWGPSPKFPQLDSDEHTPVEDEEEVTHQKSSSSDSNSEEHRKKKTSRSRNKKKRKNKSSKRKHRKYSDSDSNSESDTNSDSDDDKKRVKAKKKKKKKKHKTKKKKNKKTKKESSDSSCKDSEEDLSEATWMEQPNVADTMDLIGPEAPIIHTSQDEKPLKYGHAL.... Protein 2 (ENSG00000068745) has sequence MSPAFRAMDVEPRAKGVLLEPFVHQVGGHSCVLRFNETTLCKPLVPREHQFYETLPAEMRKFTPQYKGVVSVRFEEDEDRNLCLIAYPLKGDHGIVDIVDNSDCEPKSKLLRWTTNKKHHVLETEKTPKDWVRQHRKEEKMKSHKLEEEFEWLKKSEVLYYTVEKKGNISSQLKHYNPWSMKCHQQQLQRMKENAKHRNQYKFILLENLTSRYEVPCVLDLKMGTRQHGDDASEEKAANQIRKCQQSTSAVIGVRVCGMQVYQAGSGQLMFMNKYHGRKLSVQGFKEALFQFFHNGRYLR.... Result: 0 (the proteins do not interact). (6) Protein 1 (ENSG00000198574) has sequence MDLPYYHGRLTKQDCETLLLKEGVDGNFLLRDSESIPGVLCLCVSFKNIVYTYRIFREKHGYYRIQTAEGSPKQVFPSLKELISKFEKPNQGMVVHLLKPIKRTSPSLRWRGLKLELETFVNSNSDYVDVLP*. Protein 2 (ENSG00000163636) has sequence MPLENLEEEGLPKNPDLRIAQLRFLLSLPEHRGDAAVRDELMAAVRDNNMAPYYEALCKSLDWQIDVDLLNKMKKANEDELKRLDEELEDAEKNLGESEIRDAMMAKAEYLCRIGDKEGALTAFRKTYDKTVALGHRLDIVFYLLRIGLFYMDNDLITRNTEKAKSLIEEGGDWDRRNRLKVYQGLYCVAIRDFKQAAELFLDTVSTFTSYELMDYKTFVTYTVYVSMIALERPDLREKVIKGAEILEVLHSLPAVRQYLFSLYECRYSVFFQSLAVVEQEMKKDWLFAPHYRYYVREMR.... Result: 0 (the proteins do not interact).